Dataset: Catalyst prediction with 721,799 reactions and 888 catalyst types from USPTO. Task: Predict which catalyst facilitates the given reaction. (1) Product: [Br:15][CH:16]([CH3:20])[C:17]([NH:14][C:11]1[CH:10]=[CH:9][C:8]([O:1][C:2]2[CH:7]=[CH:6][CH:5]=[CH:4][CH:3]=2)=[CH:13][CH:12]=1)=[O:18]. The catalyst class is: 1. Reactant: [O:1]([C:8]1[CH:13]=[CH:12][C:11]([NH2:14])=[CH:10][CH:9]=1)[C:2]1[CH:7]=[CH:6][CH:5]=[CH:4][CH:3]=1.[Br:15][CH:16]([CH3:20])[C:17](Br)=[O:18].C(N(CC)CC)C.C(=O)(O)[O-].[Na+]. (2) Reactant: [OH-].[Na+].[ClH:3].C[O:5][C:6](=[O:40])[C:7]1[CH:12]=[CH:11][C:10]([C:13]2[CH:22]=[CH:21][C:20]3[C:15](=[CH:16][CH:17]=[C:18]([OH:23])[CH:19]=3)[C:14]=2[O:24][C:25]2[CH:30]=[CH:29][C:28]([O:31][CH2:32][CH2:33][N:34]3[CH2:39][CH2:38][CH2:37][CH2:36][CH2:35]3)=[CH:27][CH:26]=2)=[CH:9][CH:8]=1. Product: [ClH:3].[C:33](#[N:34])[CH3:32].[ClH:3].[OH:23][C:18]1[CH:19]=[C:20]2[C:15](=[CH:16][CH:17]=1)[C:14]([O:24][C:25]1[CH:30]=[CH:29][C:28]([O:31][CH2:32][CH2:33][N:34]3[CH2:39][CH2:38][CH2:37][CH2:36][CH2:35]3)=[CH:27][CH:26]=1)=[C:13]([C:10]1[CH:9]=[CH:8][C:7]([C:6]([OH:40])=[O:5])=[CH:12][CH:11]=1)[CH:22]=[CH:21]2. The catalyst class is: 7. (3) Reactant: [F:1][C:2]1[CH:16]=[CH:15][CH:14]=[C:13]([F:17])[C:3]=1[CH2:4][O:5][C:6]1[C:7]([NH2:12])=[N:8][CH:9]=[CH:10][CH:11]=1.Cl[CH:19]([C:25]([CH3:27])=O)[C:20]([O:22][CH2:23][CH3:24])=[O:21]. Product: [F:1][C:2]1[CH:16]=[CH:15][CH:14]=[C:13]([F:17])[C:3]=1[CH2:4][O:5][C:6]1[C:7]2[N:8]([C:19]([C:20]([O:22][CH2:23][CH3:24])=[O:21])=[C:25]([CH3:27])[N:12]=2)[CH:9]=[CH:10][CH:11]=1. The catalyst class is: 8.